Dataset: Forward reaction prediction with 1.9M reactions from USPTO patents (1976-2016). Task: Predict the product of the given reaction. (1) Given the reactants C[O:2][C:3](=[O:29])[CH2:4][O:5][C:6]1[CH:14]=[CH:13][C:12]([S:15][CH2:16][C:17]2[CH:21]=[C:20]([C:22]3[CH:27]=[CH:26][CH:25]=[CH:24][C:23]=3[Cl:28])[O:19][N:18]=2)=[C:11]2[C:7]=1[CH2:8][CH2:9][CH2:10]2.[K+].[Br-], predict the reaction product. The product is: [Cl:28][C:23]1[CH:24]=[CH:25][CH:26]=[CH:27][C:22]=1[C:20]1[O:19][N:18]=[C:17]([CH2:16][S:15][C:12]2[CH:13]=[CH:14][C:6]([O:5][CH2:4][C:3]([OH:29])=[O:2])=[C:7]3[C:11]=2[CH2:10][CH2:9][CH2:8]3)[CH:21]=1. (2) Given the reactants C([O:3][C:4]([CH:6]1[CH2:11][CH2:10][CH2:9][CH2:8][N:7]1[N:12]([CH2:33][CH2:34][C:35]([CH3:38])([CH3:37])[CH3:36])[C:13](=[O:32])[CH2:14][C:15]1[NH:20][C:19]2[CH:21]=[CH:22][C:23]([NH:25][S:26]([CH3:29])(=[O:28])=[O:27])=[CH:24][C:18]=2[S:17](=[O:31])(=[O:30])[N:16]=1)=O)C.[O-]CC.[Na+], predict the reaction product. The product is: [CH3:38][C:35]([CH3:37])([CH3:36])[CH2:34][CH2:33][N:12]1[C:13](=[O:32])[C:14]([C:15]2[NH:20][C:19]3[CH:21]=[CH:22][C:23]([NH:25][S:26]([CH3:29])(=[O:27])=[O:28])=[CH:24][C:18]=3[S:17](=[O:30])(=[O:31])[N:16]=2)=[C:4]([OH:3])[CH:6]2[CH2:11][CH2:10][CH2:9][CH2:8][N:7]12. (3) Given the reactants [Cl:1][C:2]1[CH:22]=[CH:21][C:5]([CH2:6][N:7]2C(=O)[C:14]3[NH:13][CH:12]=[N:11][C:10]=3[N:9]([CH2:17][CH2:18][CH3:19])[C:8]2=[O:20])=[CH:4][CH:3]=1.[C:23]([O-:26])(=O)[CH3:24].[K+].[Br:28]Br.C([O-])([O-])=O.[K+].[K+].IC, predict the reaction product. The product is: [Br:28][C:12]1[N:13]([CH3:14])[C:24]2[C:23](=[O:26])[N:7]([CH2:6][C:5]3[CH:21]=[CH:22][C:2]([Cl:1])=[CH:3][CH:4]=3)[C:8](=[O:20])[N:9]([CH2:17][CH2:18][CH3:19])[C:10]=2[N:11]=1. (4) The product is: [NH2:12][C:10]1[N:11]=[C:2]([C:27]2[CH:28]=[C:23]([CH:24]=[CH:25][CH:26]=2)[CH:21]=[O:22])[CH:3]=[C:4]2[C:9]=1[CH:8]=[N:7][C:6]1[CH:13]=[C:14]([O:19][CH3:20])[C:15]([O:17][CH3:18])=[CH:16][C:5]2=1. Given the reactants Cl[C:2]1[CH:3]=[C:4]2[C:9](=[C:10]([NH2:12])[N:11]=1)[CH:8]=[N:7][C:6]1[CH:13]=[C:14]([O:19][CH3:20])[C:15]([O:17][CH3:18])=[CH:16][C:5]2=1.[CH:21]([C:23]1[CH:24]=[C:25](B(O)O)[CH:26]=[CH:27][CH:28]=1)=[O:22], predict the reaction product. (5) Given the reactants [Cl:1][C:2]1[CH:18]=[CH:17][C:16]([CH2:19][NH:20][C@@H:21]([C:23]2[CH:28]=[CH:27][CH:26]=[C:25]([Cl:29])[CH:24]=2)[CH3:22])=[CH:15][C:3]=1[O:4][CH2:5][C:6]1[O:7][CH:8]=[C:9]([C:11]([O:13]C)=[O:12])[N:10]=1.C[Si](C)(C)[O-].[K+], predict the reaction product. The product is: [Cl:1][C:2]1[CH:18]=[CH:17][C:16]([CH2:19][NH:20][C@@H:21]([C:23]2[CH:28]=[CH:27][CH:26]=[C:25]([Cl:29])[CH:24]=2)[CH3:22])=[CH:15][C:3]=1[O:4][CH2:5][C:6]1[O:7][CH:8]=[C:9]([C:11]([OH:13])=[O:12])[N:10]=1. (6) The product is: [C:50]([C:49]1[O:46][C:45]([C:42]2[CH:41]=[C:40]([O:55][CH2:56][C:57]([F:59])([F:58])[F:60])[C:39]([CH:36]3[CH2:38][CH2:37]3)=[CH:44][N:43]=2)=[N:47][N:48]=1)([CH3:52])([CH3:53])[CH3:51]. Given the reactants FC(F)(F)S(OS(C(F)(F)F)(=O)=O)(=O)=O.C1(P(=O)(C2C=CC=CC=2)C2C=CC=CC=2)C=CC=CC=1.[CH:36]1([C:39]2[C:40]([O:55][CH2:56][C:57]([F:60])([F:59])[F:58])=[CH:41][C:42]([C:45]([NH:47][NH:48][C:49](=O)[C:50]([CH3:53])([CH3:52])[CH3:51])=[O:46])=[N:43][CH:44]=2)[CH2:38][CH2:37]1.C([O-])(O)=O.[Na+], predict the reaction product. (7) Given the reactants [Br:1][C:2]1[CH:11]=[CH:10][C:9]2[N:8]=[CH:7][C:6]3[NH:12][C:13](=[O:26])[N:14]([C:15]4[CH:20]=[CH:19][C:18]([C:21]([CH3:25])([CH3:24])[C:22]#[N:23])=[CH:17][CH:16]=4)[C:5]=3[C:4]=2[CH:3]=1.C(N(CC)CC)C.[CH3:34][C:35]1[CH:40]=[CH:39][C:38]([N+:41]([O-:43])=[O:42])=[CH:37][C:36]=1[S:44](Cl)(=[O:46])=[O:45].O, predict the reaction product. The product is: [Br:1][C:2]1[CH:11]=[CH:10][C:9]2[N:8]=[CH:7][C:6]3[N:12]([S:44]([C:36]4[CH:37]=[C:38]([N+:41]([O-:43])=[O:42])[CH:39]=[CH:40][C:35]=4[CH3:34])(=[O:45])=[O:46])[C:13](=[O:26])[N:14]([C:15]4[CH:20]=[CH:19][C:18]([C:21]([CH3:24])([CH3:25])[C:22]#[N:23])=[CH:17][CH:16]=4)[C:5]=3[C:4]=2[CH:3]=1.